From a dataset of Reaction yield outcomes from USPTO patents with 853,638 reactions. Predict the reaction yield, written as a fraction of the theoretical maximum amount of product (1.0 means a 100% yield; for example, 0.34 means a 34% yield). (1) The reactants are [Cl:1][C:2]1[CH:3]=[C:4](C)[C:5](C#N)=[N:6][CH:7]=1.[OH-:11].[Na+].[CH3:13][CH2:14][OH:15]. No catalyst specified. The product is [Cl:1][C:2]1[CH:3]=[C:4]([CH3:5])[C:13]([C:14]([OH:11])=[O:15])=[N:6][CH:7]=1. The yield is 0.890. (2) The reactants are [O:1]1[CH2:6][CH2:5][CH:4]([CH2:7]OS(C2C=CC(C)=CC=2)(=O)=O)[CH2:3][CH2:2]1.[C:19]([O-:22])(=[S:21])[CH3:20].[K+].O. The catalyst is CC(CC(C)C)=O. The product is [O:1]1[CH2:2][CH2:3][CH:4]([CH2:7][S:21][C:19](=[O:22])[CH3:20])[CH2:5][CH2:6]1. The yield is 0.960. (3) The reactants are [H-].[Na+].[NH2:3][C:4]1[N:8]([C:9]2[CH:10]=[C:11]([CH:18]=[CH:19][C:20]=2[CH3:21])[C:12]([NH:14][CH:15]2[CH2:17][CH2:16]2)=[O:13])[N:7]=[CH:6][C:5]=1[C:22](=[O:31])[C:23]1[CH:28]=[CH:27][CH:26]=[C:25](CO)[CH:24]=1.C(O[C:35](=O)[C:36]1[CH:41]=CC=C(OCCN2CCOCC2)[CH:37]=1)C.FC(F)(F)[C:54]([OH:56])=[O:55].C1(NC(=O)[C:64]2[CH:69]=[CH:68][C:67](C)=[C:66]([NH:71]N)C=2)CC1.[O:74]1CCOCC1. No catalyst specified. The product is [C:36]([O:56][C:54]([N:71]1[CH2:66][CH2:67][CH:68]([O:74][C:6]2[C:5]([C:22](=[O:31])[C:23]3[CH:28]=[CH:27][CH:26]=[CH:25][CH:24]=3)=[C:4]([NH2:3])[N:8]([C:9]3[CH:10]=[C:11]([C:12](=[O:13])[NH:14][CH:15]4[CH2:16][CH2:17]4)[CH:18]=[CH:19][C:20]=3[CH3:21])[N:7]=2)[CH2:69][CH2:64]1)=[O:55])([CH3:41])([CH3:37])[CH3:35]. The yield is 0.160. (4) The reactants are [NH2:1][C:2]1[CH:3]=[C:4]([CH:19]=[CH:20][CH:21]=1)[O:5][C:6]1[CH:7]=[CH:8][C:9]2[N:10]([CH:12]=[C:13]([NH:15][C:16](=[O:18])[CH3:17])[N:14]=2)[N:11]=1.[CH:22]1([C:25](Cl)=[O:26])[CH2:24][CH2:23]1. The catalyst is CN(C)C(=O)C. The product is [C:16]([NH:15][C:13]1[N:14]=[C:9]2[CH:8]=[CH:7][C:6]([O:5][C:4]3[CH:3]=[C:2]([NH:1][C:25]([CH:22]4[CH2:24][CH2:23]4)=[O:26])[CH:21]=[CH:20][CH:19]=3)=[N:11][N:10]2[CH:12]=1)(=[O:18])[CH3:17]. The yield is 0.510. (5) The reactants are [C-:1]#[N:2].[Na+].[NH2:4][C:5]1[C:6]2[N:7]([C:12]([C@@H:34]3[CH2:39][CH2:38][CH2:37][N:36]([C:40]([C:42]4([CH3:46])[CH2:45][O:44][CH2:43]4)=[O:41])[CH2:35]3)=[N:13][C:14]=2[C:15]2[CH:33]=[CH:32][C:18]([C:19]([NH:21][C:22]3[CH:27]=[C:26]([C:28]([F:31])([F:30])[F:29])[CH:25]=[CH:24][N:23]=3)=[O:20])=[CH:17][CH:16]=2)[C:8](Cl)=[CH:9][N:10]=1. The catalyst is [Br-].C([N+](CCCC)(CCCC)CCCC)CCC.C1(C)C=CC=CC=1.O. The product is [NH2:4][C:5]1[C:6]2[N:7]([C:12]([C@@H:34]3[CH2:39][CH2:38][CH2:37][N:36]([C:40]([C:42]4([CH3:46])[CH2:45][O:44][CH2:43]4)=[O:41])[CH2:35]3)=[N:13][C:14]=2[C:15]2[CH:33]=[CH:32][C:18]([C:19]([NH:21][C:22]3[CH:27]=[C:26]([C:28]([F:31])([F:30])[F:29])[CH:25]=[CH:24][N:23]=3)=[O:20])=[CH:17][CH:16]=2)[C:8]([C:1]#[N:2])=[CH:9][N:10]=1. The yield is 0.229. (6) The reactants are [CH:1]([C:3]1[CH:8]=[CH:7][N:6]=[CH:5][CH:4]=1)=[CH2:2].Br[C:10]1[CH:15]=[CH:14][CH:13]=[C:12]([N+:16]([O-:18])=[O:17])[CH:11]=1.CC([O-])=O.[Na+].C1C=CC(P(C2C=CC=CC=2)C2C=CC=CC=2)=CC=1. The catalyst is CN(C)C=O.CC([O-])=O.CC([O-])=O.[Pd+2]. The product is [N+:16]([C:12]1[CH:11]=[C:10](/[CH:2]=[CH:1]/[C:3]2[CH:8]=[CH:7][N:6]=[CH:5][CH:4]=2)[CH:15]=[CH:14][CH:13]=1)([O-:18])=[O:17]. The yield is 0.530. (7) The reactants are [NH2:1][C:2]1[CH:7]=[CH:6][C:5]([N+:8]([O-:10])=[O:9])=[CH:4][N:3]=1.CN1CCOCC1.Cl[C:19]([O:21][C:22]([CH3:24])=[CH2:23])=[O:20]. The catalyst is O1CCCC1.C(OCC)(=O)C.O. The product is [C:22]([O:21][C:19](=[O:20])[NH:1][C:2]1[CH:7]=[CH:6][C:5]([N+:8]([O-:10])=[O:9])=[CH:4][N:3]=1)([CH3:24])=[CH2:23]. The yield is 0.650. (8) The reactants are [F:1][C:2]1[CH:7]=[CH:6][C:5]([CH2:8][CH2:9][NH:10][C:11]2[S:12][CH:13]=[C:14]([C:16]3[CH:21]=[CH:20][C:19]([C:22]([F:25])([F:24])[F:23])=[CH:18][CH:17]=3)[N:15]=2)=[CH:4][CH:3]=1.[H-].[Na+].Cl[CH2:29][C:30]1[CH:51]=[CH:50][C:33]([CH2:34][O:35][C:36]2[CH:41]=[CH:40][C:39]([CH2:42][CH2:43][C:44]([O:46]CC)=[O:45])=[C:38]([F:49])[CH:37]=2)=[CH:32][CH:31]=1.Cl. The catalyst is CN(C)C=O.C(O)C.O1CCCC1.[OH-].[Na+]. The product is [F:49][C:38]1[CH:37]=[C:36]([O:35][CH2:34][C:33]2[CH:50]=[CH:51][C:30]([CH2:29][N:10]([CH2:9][CH2:8][C:5]3[CH:6]=[CH:7][C:2]([F:1])=[CH:3][CH:4]=3)[C:11]3[S:12][CH:13]=[C:14]([C:16]4[CH:21]=[CH:20][C:19]([C:22]([F:23])([F:25])[F:24])=[CH:18][CH:17]=4)[N:15]=3)=[CH:31][CH:32]=2)[CH:41]=[CH:40][C:39]=1[CH2:42][CH2:43][C:44]([OH:46])=[O:45]. The yield is 0.210. (9) The reactants are [NH2:1][C:2]1[CH:3]=[C:4]([CH:8]2[C:17]([CH3:19])([CH3:18])[CH2:16][C:15]3[C:10](=[CH:11][CH:12]=[C:13]([C:20]([OH:22])=[O:21])[CH:14]=3)[NH:9]2)[CH:5]=[CH:6][CH:7]=1.[C:23]([NH:26][C:27]1[CH:32]=[CH:31][C:30]([S:33](Cl)(=[O:35])=[O:34])=[CH:29][CH:28]=1)(=[O:25])[CH3:24].C(OCC)(=O)C. The catalyst is N1C=CC=CC=1. The product is [C:23]([NH:26][C:27]1[CH:28]=[CH:29][C:30]([S:33]([NH:1][C:2]2[CH:3]=[C:4]([CH:8]3[C:17]([CH3:18])([CH3:19])[CH2:16][C:15]4[C:10](=[CH:11][CH:12]=[C:13]([C:20]([OH:22])=[O:21])[CH:14]=4)[NH:9]3)[CH:5]=[CH:6][CH:7]=2)(=[O:35])=[O:34])=[CH:31][CH:32]=1)(=[O:25])[CH3:24]. The yield is 0.510.